Dataset: NCI-60 drug combinations with 297,098 pairs across 59 cell lines. Task: Regression. Given two drug SMILES strings and cell line genomic features, predict the synergy score measuring deviation from expected non-interaction effect. (1) Drug 1: CN(C)N=NC1=C(NC=N1)C(=O)N. Drug 2: C1CN(P(=O)(OC1)NCCCl)CCCl. Cell line: BT-549. Synergy scores: CSS=-1.53, Synergy_ZIP=0.815, Synergy_Bliss=-0.393, Synergy_Loewe=-1.44, Synergy_HSA=-1.67. (2) Drug 1: C1=NNC2=C1C(=O)NC=N2. Drug 2: CCN(CC)CCCC(C)NC1=C2C=C(C=CC2=NC3=C1C=CC(=C3)Cl)OC. Cell line: U251. Synergy scores: CSS=3.54, Synergy_ZIP=-5.17, Synergy_Bliss=-3.40, Synergy_Loewe=-13.3, Synergy_HSA=-5.00. (3) Drug 1: C1=NC2=C(N=C(N=C2N1C3C(C(C(O3)CO)O)O)F)N. Cell line: A498. Drug 2: C1CN(P(=O)(OC1)NCCCl)CCCl. Synergy scores: CSS=0.411, Synergy_ZIP=-0.160, Synergy_Bliss=1.24, Synergy_Loewe=-0.458, Synergy_HSA=-0.0365. (4) Cell line: PC-3. Drug 1: CC1=C(C=C(C=C1)NC(=O)C2=CC=C(C=C2)CN3CCN(CC3)C)NC4=NC=CC(=N4)C5=CN=CC=C5. Drug 2: C1CC(=O)NC(=O)C1N2C(=O)C3=CC=CC=C3C2=O. Synergy scores: CSS=-2.21, Synergy_ZIP=0.448, Synergy_Bliss=-2.43, Synergy_Loewe=-4.10, Synergy_HSA=-3.95. (5) Drug 1: CC(CN1CC(=O)NC(=O)C1)N2CC(=O)NC(=O)C2. Drug 2: CC1C(C(CC(O1)OC2CC(OC(C2O)C)OC3=CC4=CC5=C(C(=O)C(C(C5)C(C(=O)C(C(C)O)O)OC)OC6CC(C(C(O6)C)O)OC7CC(C(C(O7)C)O)OC8CC(C(C(O8)C)O)(C)O)C(=C4C(=C3C)O)O)O)O. Cell line: OVCAR-4. Synergy scores: CSS=20.7, Synergy_ZIP=-0.165, Synergy_Bliss=4.68, Synergy_Loewe=2.37, Synergy_HSA=5.36. (6) Drug 1: CCC1=CC2CC(C3=C(CN(C2)C1)C4=CC=CC=C4N3)(C5=C(C=C6C(=C5)C78CCN9C7C(C=CC9)(C(C(C8N6C)(C(=O)OC)O)OC(=O)C)CC)OC)C(=O)OC.C(C(C(=O)O)O)(C(=O)O)O. Drug 2: C1CC(=O)NC(=O)C1N2C(=O)C3=CC=CC=C3C2=O. Cell line: K-562. Synergy scores: CSS=65.3, Synergy_ZIP=-2.44, Synergy_Bliss=-4.01, Synergy_Loewe=-47.3, Synergy_HSA=-4.35. (7) Drug 1: CCN(CC)CCCC(C)NC1=C2C=C(C=CC2=NC3=C1C=CC(=C3)Cl)OC. Drug 2: CC1C(C(CC(O1)OC2CC(CC3=C2C(=C4C(=C3O)C(=O)C5=C(C4=O)C(=CC=C5)OC)O)(C(=O)CO)O)N)O.Cl. Cell line: SF-539. Synergy scores: CSS=40.1, Synergy_ZIP=-7.74, Synergy_Bliss=-12.5, Synergy_Loewe=-20.1, Synergy_HSA=-10.8. (8) Drug 1: CCC1(CC2CC(C3=C(CCN(C2)C1)C4=CC=CC=C4N3)(C5=C(C=C6C(=C5)C78CCN9C7C(C=CC9)(C(C(C8N6C)(C(=O)OC)O)OC(=O)C)CC)OC)C(=O)OC)O.OS(=O)(=O)O. Drug 2: CC1CCC2CC(C(=CC=CC=CC(CC(C(=O)C(C(C(=CC(C(=O)CC(OC(=O)C3CCCCN3C(=O)C(=O)C1(O2)O)C(C)CC4CCC(C(C4)OC)O)C)C)O)OC)C)C)C)OC. Cell line: HS 578T. Synergy scores: CSS=6.51, Synergy_ZIP=4.20, Synergy_Bliss=1.87, Synergy_Loewe=-1.68, Synergy_HSA=-2.98. (9) Drug 1: CCCS(=O)(=O)NC1=C(C(=C(C=C1)F)C(=O)C2=CNC3=C2C=C(C=N3)C4=CC=C(C=C4)Cl)F. Drug 2: C1CCN(CC1)CCOC2=CC=C(C=C2)C(=O)C3=C(SC4=C3C=CC(=C4)O)C5=CC=C(C=C5)O. Cell line: K-562. Synergy scores: CSS=13.2, Synergy_ZIP=2.85, Synergy_Bliss=8.10, Synergy_Loewe=-22.8, Synergy_HSA=4.87. (10) Drug 1: C1=CC(=CC=C1CC(C(=O)O)N)N(CCCl)CCCl.Cl. Drug 2: CN(CCCl)CCCl.Cl. Cell line: CAKI-1. Synergy scores: CSS=31.4, Synergy_ZIP=-13.6, Synergy_Bliss=-13.1, Synergy_Loewe=-17.0, Synergy_HSA=-7.90.